Dataset: Forward reaction prediction with 1.9M reactions from USPTO patents (1976-2016). Task: Predict the product of the given reaction. (1) Given the reactants [Br:1][C:2]1[CH:3]=[CH:4][C:5]([OH:10])=[C:6]([CH:9]=1)[CH:7]=[O:8].[CH2:11](OS(C1C=CC(C)=CC=1)(=O)=O)[C@@H:12]1[O:14][CH2:13]1.C([O-])([O-])=O.[K+].[K+], predict the reaction product. The product is: [Br:1][C:2]1[CH:3]=[CH:4][C:5]([O:10][CH2:11][C@H:12]2[CH2:13][O:14]2)=[C:6]([CH:9]=1)[CH:7]=[O:8]. (2) Given the reactants [H-].[Na+].[CH3:3][C:4]1[CH:5]=[N:6][NH:7][CH:8]=1.[Br:9][C:10]1[C:18]2[N:17]=[C:16]([C:19]3[CH:24]=[CH:23][C:22]([CH:25]([CH3:27])[CH3:26])=[CH:21][CH:20]=3)[N:15]([CH2:28][CH2:29][O:30][CH3:31])[C:14]=2[C:13]([O:32][CH3:33])=[CH:12][C:11]=1[CH2:34]OS(C)(=O)=O, predict the reaction product. The product is: [Br:9][C:10]1[C:18]2[N:17]=[C:16]([C:19]3[CH:20]=[CH:21][C:22]([CH:25]([CH3:27])[CH3:26])=[CH:23][CH:24]=3)[N:15]([CH2:28][CH2:29][O:30][CH3:31])[C:14]=2[C:13]([O:32][CH3:33])=[CH:12][C:11]=1[CH2:34][N:6]1[CH:5]=[C:4]([CH3:3])[CH:8]=[N:7]1. (3) Given the reactants C[O:2][C:3](=[O:36])[CH2:4][C:5]1[C:14]([CH3:15])=[C:13]([CH:16]2[CH2:21][CH2:20][N:19]([S:22]([CH2:25][C:26]3[CH:31]=[CH:30][CH:29]=[CH:28][C:27]=3[N+:32]([O-:34])=[O:33])(=[O:24])=[O:23])[CH2:18][CH2:17]2)[C:12]2[C:7](=[CH:8][CH:9]=[C:10]([F:35])[CH:11]=2)[CH:6]=1.[OH-].[Li+], predict the reaction product. The product is: [F:35][C:10]1[CH:11]=[C:12]2[C:7](=[CH:8][CH:9]=1)[CH:6]=[C:5]([CH2:4][C:3]([OH:36])=[O:2])[C:14]([CH3:15])=[C:13]2[CH:16]1[CH2:21][CH2:20][N:19]([S:22]([CH2:25][C:26]2[CH:31]=[CH:30][CH:29]=[CH:28][C:27]=2[N+:32]([O-:34])=[O:33])(=[O:23])=[O:24])[CH2:18][CH2:17]1. (4) Given the reactants [CH:1](=[N:8]/[C:9]1[CH:17]=[CH:16][CH:15]=[C:14]2[C:10]=1[CH2:11][O:12][C:13]2=[O:18])\[C:2]1[CH:7]=[CH:6][CH:5]=[CH:4][CH:3]=1.[CH3:19][N:20]1[C:24]([CH:25]=O)=[CH:23][N:22]=[CH:21]1.[O-:27][CH2:28][CH3:29].[Na+].C(O)C, predict the reaction product. The product is: [CH3:19][N:20]1[C:24]([CH:25]2[C:28](=[O:27])[C:29]3[C:14]([C:13]([O:12][CH2:11][CH3:10])=[O:18])=[CH:15][CH:16]=[CH:17][C:9]=3[NH:8][CH:1]2[C:2]2[CH:3]=[CH:4][CH:5]=[CH:6][CH:7]=2)=[CH:23][N:22]=[CH:21]1. (5) Given the reactants [CH2:1]([C:3]1[CH:8]=[C:7]([C:9]([F:18])([C:14]([F:17])([F:16])[F:15])[C:10]([F:13])([F:12])[F:11])[CH:6]=[C:5]([CH3:19])[C:4]=1[NH:20][C:21]([C:23]1[CH:28]=[CH:27][C:26]([CH:29]([NH:31]C(=O)OC(C)(C)C)[CH3:30])=[CH:25][CH:24]=1)=[O:22])[CH3:2].FC(F)(F)C(O)=O, predict the reaction product. The product is: [NH2:31][CH:29]([C:26]1[CH:25]=[CH:24][C:23]([C:21]([NH:20][C:4]2[C:5]([CH3:19])=[CH:6][C:7]([C:9]([F:18])([C:10]([F:11])([F:12])[F:13])[C:14]([F:15])([F:16])[F:17])=[CH:8][C:3]=2[CH2:1][CH3:2])=[O:22])=[CH:28][CH:27]=1)[CH3:30]. (6) Given the reactants [C:1]([C:3]1[CH:8]=[CH:7][C:6]([S:9]([NH:12][C:13]2[C:22]([NH:23][C:24]3[CH:29]=[C:28]([O:30][CH3:31])[CH:27]=[C:26]([O:32][CH3:33])[C:25]=3[O:34][CH2:35][CH2:36][CH2:37][OH:38])=[N:21][C:20]3[C:15](=[CH:16][CH:17]=[CH:18][CH:19]=3)[N:14]=2)(=[O:11])=[O:10])=[CH:5][CH:4]=1)#[N:2], predict the reaction product. The product is: [NH2:2][CH2:1][C:3]1[CH:8]=[CH:7][C:6]([S:9]([NH:12][C:13]2[C:22]([NH:23][C:24]3[CH:29]=[C:28]([O:30][CH3:31])[CH:27]=[C:26]([O:32][CH3:33])[C:25]=3[O:34][CH2:35][CH2:36][CH2:37][OH:38])=[N:21][C:20]3[C:15](=[CH:16][CH:17]=[CH:18][CH:19]=3)[N:14]=2)(=[O:11])=[O:10])=[CH:5][CH:4]=1. (7) Given the reactants [Cl-].[NH4+].[CH2:3]([O:5][C:6](=[O:20])/[CH:7]=[CH:8]/[C:9]1[CH:10]=[N:11][C:12]([N+:17]([O-])=O)=[C:13]([O:15][CH3:16])[CH:14]=1)[CH3:4], predict the reaction product. The product is: [CH2:3]([O:5][C:6](=[O:20])/[CH:7]=[CH:8]/[C:9]1[CH:10]=[N:11][C:12]([NH2:17])=[C:13]([O:15][CH3:16])[CH:14]=1)[CH3:4]. (8) Given the reactants Cl.Cl[CH2:3][C:4]1[N:8]2[CH:9]=[C:10]([CH3:13])[CH:11]=[CH:12][C:7]2=[N:6][C:5]=1[C:14]1[CH:19]=[CH:18][C:17]([CH3:20])=[CH:16][CH:15]=1.N1(O)C2C=CC=CC=2N=N1.[N:31]1[CH:36]=[CH:35][CH:34]=[C:33]([OH:37])[CH:32]=1, predict the reaction product. The product is: [CH3:13][C:10]1[CH:11]=[CH:12][C:7]2[N:8]([C:4]([CH2:3][O:37][C:33]3[CH:32]=[N:31][CH:36]=[CH:35][CH:34]=3)=[C:5]([C:14]3[CH:19]=[CH:18][C:17]([CH3:20])=[CH:16][CH:15]=3)[N:6]=2)[CH:9]=1.